Dataset: Reaction yield outcomes from USPTO patents with 853,638 reactions. Task: Predict the reaction yield, written as a fraction of the theoretical maximum amount of product (1.0 means a 100% yield; for example, 0.34 means a 34% yield). (1) The reactants are [OH:1][C:2]1[CH:11]=[CH:10][C:9]2[NH:8][C:7](=[O:12])[C:6]3[S:13][CH:14]=[CH:15][C:5]=3[C:4]=2[C:3]=1[C:16]1[CH:30]=[CH:29][C:19]([CH2:20][NH:21][C:22](=[O:28])[O:23][C:24]([CH3:27])([CH3:26])[CH3:25])=[CH:18][CH:17]=1.[H-].[Na+].C1C=CC(N([S:40]([C:43]([F:46])([F:45])[F:44])(=[O:42])=[O:41])[S:40]([C:43]([F:46])([F:45])[F:44])(=[O:42])=[O:41])=CC=1. The catalyst is C1COCC1. The product is [F:44][C:43]([F:46])([F:45])[S:40]([O:1][C:2]1[CH:11]=[CH:10][C:9]2[NH:8][C:7](=[O:12])[C:6]3[S:13][CH:14]=[CH:15][C:5]=3[C:4]=2[C:3]=1[C:16]1[CH:30]=[CH:29][C:19]([CH2:20][NH:21][C:22]([O:23][C:24]([CH3:26])([CH3:27])[CH3:25])=[O:28])=[CH:18][CH:17]=1)(=[O:42])=[O:41]. The yield is 0.980. (2) The reactants are [CH3:1][C:2]1[NH:3][C:4]([C:17]2[CH:22]=[CH:21][CH:20]=[CH:19][C:18]=2[O:23][CH3:24])=[C:5]([CH2:9][CH2:10][C:11]2[CH:16]=[CH:15][CH:14]=[CH:13][CH:12]=2)[C:6](=[O:8])[N:7]=1.[H-].[Na+].[Li+].[Br-].Br[CH2:30][CH2:31][CH3:32]. The catalyst is CN(C=O)C. The product is [CH3:1][C:2]1[N:7]([CH2:30][CH2:31][CH3:32])[C:6](=[O:8])[C:5]([CH2:9][CH2:10][C:11]2[CH:16]=[CH:15][CH:14]=[CH:13][CH:12]=2)=[C:4]([C:17]2[CH:22]=[CH:21][CH:20]=[CH:19][C:18]=2[O:23][CH3:24])[N:3]=1. The yield is 0.590. (3) The reactants are [F:1][C:2]1[CH:3]=[C:4]2[C:8](=[CH:9][CH:10]=1)[NH:7][C:6](=[O:11])[CH2:5]2.C[Si]([N-][Si](C)(C)C)(C)C.[Li+].[CH2:22]([CH:24]1[C:28]2[S:29][CH:30]=[CH:31][C:27]=2[C:26](=O)[O:25]1)[CH3:23].Cl. The catalyst is C1COCC1. The product is [CH2:22]([CH:24]1[C:28]2[S:29][CH:30]=[CH:31][C:27]=2[C:26](=[C:5]2[C:4]3[C:8](=[CH:9][CH:10]=[C:2]([F:1])[CH:3]=3)[NH:7][C:6]2=[O:11])[O:25]1)[CH3:23]. The yield is 0.330. (4) The catalyst is ClCCl. The yield is 0.649. The reactants are [CH2:1]([CH:8]1[CH2:15][CH:11]2[CH2:12][NH:13][CH2:14][CH:10]2[CH2:9]1)[C:2]1[CH:7]=[CH:6][CH:5]=[CH:4][CH:3]=1.C(N(CC)CC)C.[N:23]([C:26]1[CH:31]=[CH:30][CH:29]=[C:28]([O:32][CH3:33])[CH:27]=1)=[C:24]=[O:25]. The product is [CH2:1]([CH:8]1[CH2:15][C@@H:11]2[CH2:12][N:13]([C:24]([NH:23][C:26]3[CH:31]=[CH:30][CH:29]=[C:28]([O:32][CH3:33])[CH:27]=3)=[O:25])[CH2:14][C@@H:10]2[CH2:9]1)[C:2]1[CH:3]=[CH:4][CH:5]=[CH:6][CH:7]=1. (5) The reactants are [NH2:1][C:2]1[C:3]([F:24])=[CH:4][C:5]([F:23])=[C:6]([C:8]2[C:9](=[O:22])[N:10]([CH2:20][CH3:21])[C:11]3[C:16]([CH:17]=2)=[CH:15][N:14]=[C:13]([NH:18][CH3:19])[CH:12]=3)[CH:7]=1.C([O-])(O)=O.[Na+].Cl[C:31]([O:33][C:34]([CH3:36])=[CH2:35])=[O:32]. The catalyst is CCOC(C)=O. The product is [CH2:20]([N:10]1[C:11]2[C:16](=[CH:15][N:14]=[C:13]([NH:18][CH3:19])[CH:12]=2)[CH:17]=[C:8]([C:6]2[C:5]([F:23])=[CH:4][C:3]([F:24])=[C:2]([NH:1][C:31](=[O:32])[O:33][C:34]([CH3:36])=[CH2:35])[CH:7]=2)[C:9]1=[O:22])[CH3:21]. The yield is 0.880. (6) The reactants are Cl.[CH3:2][C:3]1([CH3:22])[CH2:11][C@H:10]([NH:12][C:13]2[C:18]([C:19]#[N:20])=[CH:17][N:16]=[C:15](Cl)[N:14]=2)[CH2:9][C@H:8]2[N:4]1[CH2:5][CH2:6][CH2:7]2.[NH2:23][C:24]1[CH:25]=[CH:26][C:27]([O:37][C:38]([CH3:49])([CH3:48])[CH2:39][O:40][Si](C(C)(C)C)(C)C)=[C:28]([N:30]2[C:34](=[O:35])[N:33]([CH3:36])[N:32]=[N:31]2)[CH:29]=1. The catalyst is CC(O)C. The product is [NH3:4].[CH3:34][OH:35].[CH3:2][C:3]1([CH3:22])[CH2:11][C@H:10]([NH:12][C:13]2[C:18]([C:19]#[N:20])=[CH:17][N:16]=[C:15]([NH:23][C:24]3[CH:25]=[CH:26][C:27]([O:37][C:38]([CH3:49])([CH3:48])[CH2:39][OH:40])=[C:28]([N:30]4[C:34](=[O:35])[N:33]([CH3:36])[N:32]=[N:31]4)[CH:29]=3)[N:14]=2)[CH2:9][C@H:8]2[N:4]1[CH2:5][CH2:6][CH2:7]2. The yield is 0.0100. (7) The product is [F:10][C:7]([F:8])([F:9])[CH:6]([CH2:11][N:12]1[CH2:17][CH2:16][O:15][C@H:14]([C:18]2[CH:23]=[CH:22][CH:21]=[C:20]([C:24]([F:25])([F:27])[F:26])[CH:19]=2)[CH2:13]1)[CH2:5][C:4]([OH:28])=[O:3]. The reactants are C([O:3][C:4](=[O:28])[CH2:5][CH:6]([CH2:11][N:12]1[CH2:17][CH2:16][O:15][C@H:14]([C:18]2[CH:23]=[CH:22][CH:21]=[C:20]([C:24]([F:27])([F:26])[F:25])[CH:19]=2)[CH2:13]1)[C:7]([F:10])([F:9])[F:8])C.[OH-].[Na+]. The yield is 0.990. The catalyst is C(O)C. (8) The reactants are [CH2:1]1[C@@H:6]2[CH2:7][CH2:8][CH2:9][N:5]2[CH2:4][C@@H:3]([CH2:10][OH:11])[O:2]1.C(N(CC)CC)C.[CH3:19][S:20](Cl)(=[O:22])=[O:21]. The catalyst is ClCCl. The product is [CH3:19][S:20]([O:11][CH2:10][C@H:3]1[O:2][CH2:1][C@@H:6]2[CH2:7][CH2:8][CH2:9][N:5]2[CH2:4]1)(=[O:22])=[O:21]. The yield is 0.800. (9) The reactants are C(=O)([O-])[O-].[K+].[K+].[Cl:7][C:8]1[C:17]2[C:12](=[CH:13][C:14]([O:18][CH3:19])=[CH:15][CH:16]=2)[C:11]([OH:20])=[CH:10][N:9]=1.Br[CH2:22][CH2:23][O:24][CH3:25]. The catalyst is O. The product is [Cl:7][C:8]1[C:17]2[C:12](=[CH:13][C:14]([O:18][CH3:19])=[CH:15][CH:16]=2)[C:11]([O:20][CH2:22][CH2:23][O:24][CH3:25])=[CH:10][N:9]=1. The yield is 0.880.